This data is from Retrosynthesis with 50K atom-mapped reactions and 10 reaction types from USPTO. The task is: Predict the reactants needed to synthesize the given product. (1) Given the product CCC(Cl)C(=O)N[C@@H](CO)c1cc(F)cc(F)c1, predict the reactants needed to synthesize it. The reactants are: CCC(Cl)C(=O)Cl.N[C@@H](CO)c1cc(F)cc(F)c1. (2) Given the product O=C(O)COc1ccc(S(=O)(=O)c2ccc(CCNC[C@H](O)c3cccc(Cl)c3)cc2)cc1Cl, predict the reactants needed to synthesize it. The reactants are: CCOC(=O)COc1ccc(S(=O)(=O)c2ccc(CCNC[C@H](O)c3cccc(Cl)c3)cc2)cc1Cl. (3) Given the product Cc1ccc(-c2ccnc(Cl)c2)n1CC(=O)OCc1ccccc1, predict the reactants needed to synthesize it. The reactants are: CC(=O)CCC(=O)c1ccnc(Cl)c1.NCC(=O)OCc1ccccc1.